The task is: Predict the reactants needed to synthesize the given product.. This data is from Full USPTO retrosynthesis dataset with 1.9M reactions from patents (1976-2016). (1) Given the product [CH3:1][O:2][CH:3]1[CH2:8][CH2:7][C:6]([B:42]2[O:46][C:45]([CH3:48])([CH3:47])[C:44]([CH3:50])([CH3:49])[O:43]2)=[CH:5][CH2:4]1, predict the reactants needed to synthesize it. The reactants are: [CH3:1][O:2][CH:3]1[CH2:8][CH2:7][C:6](=O)[CH2:5][CH2:4]1.[Li+].C[Si]([N-][Si](C)(C)C)(C)C.ClC1C=CC(N(S(C(F)(F)F)(=O)=O)S(C(F)(F)F)(=O)=O)=NC=1.[B:42]1([B:42]2[O:46][C:45]([CH3:48])([CH3:47])[C:44]([CH3:50])([CH3:49])[O:43]2)[O:46][C:45]([CH3:48])([CH3:47])[C:44]([CH3:50])([CH3:49])[O:43]1.C([O-])(=O)C.[K+]. (2) The reactants are: [CH3:1][O:2][CH2:3][C:4](Cl)=[O:5].C(Cl)Cl.Cl.[CH3:11][NH:12][O:13][CH3:14]. Given the product [CH3:14][O:13][N:12]([CH3:11])[C:4](=[O:5])[CH2:3][O:2][CH3:1], predict the reactants needed to synthesize it. (3) Given the product [Cl:19][C:20]1[C:27]([Cl:28])=[C:26]([OH:29])[CH:25]=[CH:24][C:21]=1[CH:22]=[CH:15][C:14]([C:12]1[S:13][C:9]([C:6]2[CH:5]=[CH:4][C:3]([C:2]([F:17])([F:1])[F:18])=[CH:8][CH:7]=2)=[CH:10][CH:11]=1)=[O:16], predict the reactants needed to synthesize it. The reactants are: [F:1][C:2]([F:18])([F:17])[C:3]1[CH:8]=[CH:7][C:6]([C:9]2[S:13][C:12]([C:14](=[O:16])[CH3:15])=[CH:11][CH:10]=2)=[CH:5][CH:4]=1.[Cl:19][C:20]1[C:27]([Cl:28])=[C:26]([OH:29])[CH:25]=[CH:24][C:21]=1[CH:22]=O. (4) Given the product [Cl:1][C:2]1[C:7]([CH:31]=[O:32])=[CH:6][N:5]=[CH:4][CH:3]=1, predict the reactants needed to synthesize it. The reactants are: [Cl:1][C:2]1[CH:7]=[CH:6][N:5]=[CH:4][CH:3]=1.C([N-]C(C)C)(C)C.[Li+].C([Li])CCC.C(NC(C)C)(C)C.CN([CH:31]=[O:32])C. (5) Given the product [CH3:1][O:2][C:3](=[O:12])[C@@H:4]([CH3:11])[CH2:5][CH2:6][CH2:7][C:8](=[O:10])[CH3:9], predict the reactants needed to synthesize it. The reactants are: [CH3:1][O:2][C:3](=[O:12])[CH:4]([CH3:11])[CH2:5][CH2:6][CH2:7][C:8](=[O:10])[CH3:9].CC(OC)(C)C.[OH-].[Na+].C(C(C)=O)C(C)C. (6) Given the product [CH3:1][N:2]([CH3:3])[C:4]1[CH:9]=[CH:8][C:7]([O:10][CH3:11])=[CH:6][C:5]=1[NH:12][C:22](=[O:24])[CH3:23], predict the reactants needed to synthesize it. The reactants are: [CH3:1][N:2]([C:4]1[CH:9]=[CH:8][C:7]([O:10][CH3:11])=[CH:6][C:5]=1[N:12]=O)[CH3:3].[H][H].C([O-])([O-])=O.[K+].[K+].[C:22](Cl)(=[O:24])[CH3:23]. (7) Given the product [C:1]([O:5][C:6]([C:8]1([CH2:27][CH2:28][CH2:29][CH2:30][B:34]2[O:35][C:36]([CH3:38])([CH3:37])[C:32]([CH3:39])([CH3:31])[O:33]2)[CH:12]([CH2:13][CH3:14])[O:11][C:10]([C:15]2[CH:16]=[CH:17][CH:18]=[CH:19][CH:20]=2)([C:21]2[CH:22]=[CH:23][CH:24]=[CH:25][CH:26]=2)[NH:9]1)=[O:7])([CH3:4])([CH3:3])[CH3:2], predict the reactants needed to synthesize it. The reactants are: [C:1]([O:5][C:6]([C:8]1([CH2:27][CH2:28][CH:29]=[CH2:30])[CH:12]([CH2:13][CH3:14])[O:11][C:10]([C:21]2[CH:26]=[CH:25][CH:24]=[CH:23][CH:22]=2)([C:15]2[CH:20]=[CH:19][CH:18]=[CH:17][CH:16]=2)[NH:9]1)=[O:7])([CH3:4])([CH3:3])[CH3:2].[CH3:31][C:32]1([CH3:39])[C:36]([CH3:38])([CH3:37])[O:35][BH:34][O:33]1.